Dataset: Experimentally validated miRNA-target interactions with 360,000+ pairs, plus equal number of negative samples. Task: Binary Classification. Given a miRNA mature sequence and a target amino acid sequence, predict their likelihood of interaction. (1) The miRNA is hsa-miR-4470 with sequence UGGCAAACGUGGAAGCCGAGA. The protein sequence of the target gene is MPGPLRSLEMESLQFRDVAVEFSLEEWHCLDTAQQNLYRDVMLENYRHLVFLGIIVSKPDLITCLEQGIKPLTMKRHEMIAKPPVVCSHFAQDLWPEQSIKDSYQKVILRKFEKCGHGNLHFKKGCESVDECKLHKRGYNGLNQCLTTTQSKIFQCGKYVKVFHQFSNSKRHKRRHTEKKPLKYIEGDKAFNQSSTHTTHKKIDTGEKPYKCEECGKAFNRSSHLTTHKITHTREKPYKCEECGKVFKYFSSFTTHKKIHSGEKPYICEECGKAFMYPYTLTTHKIIHTGEQPYKCKECD.... Result: 1 (interaction). (2) The miRNA is hsa-miR-3127-3p with sequence UCCCCUUCUGCAGGCCUGCUGG. The protein sequence of the target gene is MPLVRYRKVVILGYRCVGKTSLAHQFVEGEFSEGYDPTVENTYSKIVTLGKDEFHLHLVDTAGQDEYSILPYSFIIGVHGYVLVYSVTSLHSFQVIESLYQKLHEGHGKTRVPVVLVGNKADLSPEREVQAVEGKKLAESWGATFMESSARENQLTQGIFTKVIQEIARVENSYGQERRCHLM. Result: 1 (interaction). (3) The miRNA is hsa-miR-4733-5p with sequence AAUCCCAAUGCUAGACCCGGUG. The protein sequence of the target gene is MVAGRSRARSPGSWLFPGLWLLAVGGPGSLLQAQEQPSCKKAFDLYFVLDKSGSVANNWIEIYNFVHQLTERFVSPEMRLSFIVFSSQATIILPLTGDRYKIGKGLEDLKAVKPVGETYIHEGLKLANEQIQNAGGLKASSIIIALTDGKLDGLVPSYAENEAKKSRSLGASVYCVGVLDFEQAQLERIADSKDQVFPVKGGFQALKGIINSILAQSCTEILELSPSSVCVGEKFQVVLTGRAVTSISHDGSVLCTFTANSTYTKSEKPVSIQPSSILCPAPVLNKDGETLEVSISYNDG.... Result: 0 (no interaction).